From a dataset of Full USPTO retrosynthesis dataset with 1.9M reactions from patents (1976-2016). Predict the reactants needed to synthesize the given product. Given the product [CH3:29][N:27]([CH3:28])[C:25](=[O:26])[C:24]1[CH:30]=[CH:31][CH:32]=[C:22]([CH2:20][N:4]2[CH2:3][CH2:2][N:1]([C:7]3[CH:8]=[CH:9][C:10]4[N:11]([C:13]([C:16]([F:17])([F:18])[F:19])=[N:14][N:15]=4)[N:12]=3)[CH2:6][CH2:5]2)[CH:23]=1, predict the reactants needed to synthesize it. The reactants are: [N:1]1([C:7]2[CH:8]=[CH:9][C:10]3[N:11]([C:13]([C:16]([F:19])([F:18])[F:17])=[N:14][N:15]=3)[N:12]=2)[CH2:6][CH2:5][NH:4][CH2:3][CH2:2]1.[CH:20]([C:22]1[CH:23]=[C:24]([CH:30]=[CH:31][CH:32]=1)[C:25]([N:27]([CH3:29])[CH3:28])=[O:26])=O.